Dataset: Full USPTO retrosynthesis dataset with 1.9M reactions from patents (1976-2016). Task: Predict the reactants needed to synthesize the given product. (1) Given the product [CH2:1]([N:3]1[C:7]2[N:8]=[C:9]([C:18]3[CH:23]=[CH:22][C:21]([NH:24][C:25]([NH:27][C:28]4[CH:36]=[CH:35][C:31]([C:32]([N:38]([CH3:37])[CH2:39][CH2:40][NH:41][CH3:42])=[O:34])=[CH:30][CH:29]=4)=[O:26])=[CH:20][CH:19]=3)[N:10]=[C:11]([N:12]3[CH2:13][CH2:14][O:15][CH2:16][CH2:17]3)[C:6]=2[N:5]=[N:4]1)[CH3:2], predict the reactants needed to synthesize it. The reactants are: [CH2:1]([N:3]1[C:7]2[N:8]=[C:9]([C:18]3[CH:23]=[CH:22][C:21]([NH:24][C:25]([NH:27][C:28]4[CH:36]=[CH:35][C:31]([C:32]([OH:34])=O)=[CH:30][CH:29]=4)=[O:26])=[CH:20][CH:19]=3)[N:10]=[C:11]([N:12]3[CH2:17][CH2:16][O:15][CH2:14][CH2:13]3)[C:6]=2[N:5]=[N:4]1)[CH3:2].[CH3:37][NH:38][CH2:39][CH2:40][NH:41][CH3:42].CCN(CC)CC.C1C=CC2N(O)N=NC=2C=1.CCN=C=NCCCN(C)C. (2) Given the product [Br:16][C:13]1[CH:14]=[CH:15][C:10]([NH:9][C:6]2[CH:5]=[CH:4][C:3]([CH2:2][NH:1][C:33]([C:30]3([NH:29][C:27]([C:25]4[CH:24]=[N:23][CH:22]=[N:21][CH:26]=4)=[O:28])[CH2:32][CH2:31]3)=[O:34])=[N:8][CH:7]=2)=[C:11]([C:17]([F:20])([F:19])[F:18])[CH:12]=1, predict the reactants needed to synthesize it. The reactants are: [NH2:1][CH2:2][C:3]1[N:8]=[CH:7][C:6]([NH:9][C:10]2[CH:15]=[CH:14][C:13]([Br:16])=[CH:12][C:11]=2[C:17]([F:20])([F:19])[F:18])=[CH:5][CH:4]=1.[N:21]1[CH:26]=[C:25]([C:27]([NH:29][C:30]2([C:33](O)=[O:34])[CH2:32][CH2:31]2)=[O:28])[CH:24]=[N:23][CH:22]=1. (3) Given the product [CH3:25][N:11]([C:12]1[CH:21]=[CH:20][C:19]2[C:18]([CH3:22])=[CH:17][CH2:16][C:15]([CH3:24])([CH3:23])[C:14]=2[CH:13]=1)[C:8]1[CH:7]=[CH:6][C:5]([C:4]([OH:26])=[O:3])=[CH:10][CH:9]=1, predict the reactants needed to synthesize it. The reactants are: C([O:3][C:4](=[O:26])[C:5]1[CH:10]=[CH:9][C:8]([N:11]([CH3:25])[C:12]2[CH:21]=[CH:20][C:19]3[C:18]([CH3:22])=[CH:17][CH2:16][C:15]([CH3:24])([CH3:23])[C:14]=3[CH:13]=2)=[CH:7][CH:6]=1)C.[OH-].[K+]. (4) Given the product [CH:1]([N:4]1[CH:8]([C:9]2[CH:10]=[C:11]([C:15]3[CH:20]=[CH:19][CH:18]=[C:17]([S:21]([CH3:24])(=[O:22])=[O:23])[CH:16]=3)[CH:12]=[CH:13][CH:14]=2)[CH2:7][N:6]([S:34]([C:30]2[CH:31]=[N:32][O:33][C:29]=2[CH3:28])(=[O:36])=[O:35])[C:5]1=[O:25])([CH3:3])[CH3:2], predict the reactants needed to synthesize it. The reactants are: [CH:1]([N:4]1[CH:8]([C:9]2[CH:10]=[C:11]([C:15]3[CH:20]=[CH:19][CH:18]=[C:17]([S:21]([CH3:24])(=[O:23])=[O:22])[CH:16]=3)[CH:12]=[CH:13][CH:14]=2)[CH2:7][NH:6][C:5]1=[O:25])([CH3:3])[CH3:2].[H-].[Na+].[CH3:28][C:29]1[O:33][N:32]=[CH:31][C:30]=1[S:34](Cl)(=[O:36])=[O:35]. (5) Given the product [CH3:11][O:12][C:13]1[CH:18]=[CH:17][C:16]([O:19][C:7]2[CH:8]=[CH:9][C:2]([F:1])=[CH:3][C:6]=2[CH:20]=[O:23])=[CH:15][CH:14]=1, predict the reactants needed to synthesize it. The reactants are: [F:1][C:2]1[CH:9]=[C:8](F)[CH:7]=[CH:6][C:3]=1C=O.[CH3:11][O:12][C:13]1[CH:18]=[CH:17][C:16]([OH:19])=[CH:15][CH:14]=1.[C:20](=[O:23])([O-])[O-].[K+].[K+].